From a dataset of Catalyst prediction with 721,799 reactions and 888 catalyst types from USPTO. Predict which catalyst facilitates the given reaction. (1) Reactant: [C:1]([CH2:3][C:4]([C:6]1[CH:11]=[CH:10][N:9]=[C:8]([NH:12][C:13](=[O:18])[C:14]([CH3:17])([CH3:16])[CH3:15])[CH:7]=1)=O)#[N:2].O.[NH2:20][NH2:21].Cl. Product: [NH2:2][C:1]1[NH:21][N:20]=[C:4]([C:6]2[CH:11]=[CH:10][N:9]=[C:8]([NH:12][C:13](=[O:18])[C:14]([CH3:17])([CH3:16])[CH3:15])[CH:7]=2)[CH:3]=1. The catalyst class is: 8. (2) Reactant: [F:1][C:2]1[CH:3]=[C:4]([S:8]([C:11]2[CH:20]=[C:19]3[C:14]([CH2:15][CH2:16][C@H:17]([CH2:21]OS(C)(=O)=O)[O:18]3)=[CH:13][CH:12]=2)(=[O:10])=[O:9])[CH:5]=[CH:6][CH:7]=1.[N-:27]=[N+:28]=[N-:29].[Na+]. Product: [F:1][C:2]1[CH:3]=[C:4]([S:8]([C:11]2[CH:20]=[C:19]3[C:14]([CH2:15][CH2:16][C@H:17]([CH2:21][N:27]=[N+:28]=[N-:29])[O:18]3)=[CH:13][CH:12]=2)(=[O:10])=[O:9])[CH:5]=[CH:6][CH:7]=1. The catalyst class is: 37. (3) Reactant: [NH2:1][C:2]1[CH:11]=[CH:10][C:5]([C:6]([O:8][CH3:9])=[O:7])=[CH:4][C:3]=1[CH3:12].Cl[C:14]([O:17]C(Cl)=O)(Cl)Cl. Product: [N:1]([C:2]1[CH:11]=[CH:10][C:5]([C:6]([O:8][CH3:9])=[O:7])=[CH:4][C:3]=1[CH3:12])=[C:14]=[O:17]. The catalyst class is: 12. (4) Reactant: C(N(CC)CC)C.Cl.[Br:9][C:10]1[CH:11]=[C:12]([NH:16][NH2:17])[CH:13]=[CH:14][CH:15]=1.[CH:18]1([C:22](Cl)=[O:23])[CH2:21][CH2:20][CH2:19]1. Product: [Br:9][C:10]1[CH:11]=[C:12]([NH:16][NH:17][C:22]([CH:18]2[CH2:21][CH2:20][CH2:19]2)=[O:23])[CH:13]=[CH:14][CH:15]=1. The catalyst class is: 4. (5) Reactant: COC[O:4][C@H:5]1[CH2:18][C@H:17]2[C@@H:8]([C@@H:9]3[C@@H:14]([CH2:15][CH2:16]2)[CH2:13][C@@:12]2([CH3:24])[C@H:19]([C:22]#[N:23])[CH2:20][CH2:21][C@H:11]2[CH2:10]3)[CH2:7][CH2:6]1.COCO[C@H]1C[C@H]2[C@@H]([C@@H]3[C@@H](CC2)C[C@@]2(C)C(OS(C(F)(F)F)(=O)=O)=CC[C@@H]2C3)CC1.Cl. Product: [OH:4][C@H:5]1[CH2:18][C@H:17]2[C@@H:8]([C@@H:9]3[C@@H:14]([CH2:15][CH2:16]2)[CH2:13][C@@:12]2([CH3:24])[C@H:19]([C:22]#[N:23])[CH2:20][CH2:21][C@@H:11]2[CH2:10]3)[CH2:7][CH2:6]1. The catalyst class is: 5. (6) Reactant: [Cl:1][C:2]1[CH:43]=[C:42]([S:44](=[O:63])(=[O:62])[N:45](CC2C=CC(OC)=CC=2OC)[C:46]2[S:47][CH:48]=[N:49][N:50]=2)[C:41]([F:64])=[CH:40][C:3]=1[O:4][C:5]1[CH:10]=[CH:9][C:8]([C:11]2[CH:16]=[CH:15][C:14]([C:17]([F:20])([F:19])[F:18])=[CH:13][CH:12]=2)=[CH:7][C:6]=1[C:21]1[CH:26]=[CH:25][N:24]=[C:23]([N:27]2[CH2:32][CH2:31][N:30](C(OC(C)(C)C)=O)[CH2:29][CH2:28]2)[CH:22]=1.Cl. Product: [ClH:1].[Cl:1][C:2]1[C:3]([O:4][C:5]2[CH:10]=[CH:9][C:8]([C:11]3[CH:16]=[CH:15][C:14]([C:17]([F:18])([F:19])[F:20])=[CH:13][CH:12]=3)=[CH:7][C:6]=2[C:21]2[CH:26]=[CH:25][N:24]=[C:23]([N:27]3[CH2:28][CH2:29][NH:30][CH2:31][CH2:32]3)[CH:22]=2)=[CH:40][C:41]([F:64])=[C:42]([S:44]([NH:45][C:46]2[S:47][CH:48]=[N:49][N:50]=2)(=[O:63])=[O:62])[CH:43]=1. The catalyst class is: 71. (7) Reactant: Cl.Cl.[NH2:3][C:4]1[CH:36]=[CH:35][C:7]([O:8][C:9]2[CH:10]=[CH:11][C:12]3[N:16]=[C:15]([CH2:17][O:18][C:19]4[CH:32]=[CH:31][C:22]([CH2:23][CH:24]5[S:28][C:27](=[O:29])[NH:26][C:25]5=[O:30])=[CH:21][CH:20]=4)[N:14]([CH3:33])[C:13]=3[CH:34]=2)=[CH:6][CH:5]=1.[C:37]1([N:47]=[C:48]=[S:49])[C:46]2[C:41](=[CH:42][CH:43]=[CH:44][CH:45]=2)[CH:40]=[CH:39][CH:38]=1.C(N(CC)CC)C. Product: [O:29]=[C:27]1[NH:26][C:25](=[O:30])[CH:24]([CH2:23][C:22]2[CH:31]=[CH:32][C:19]([O:18][CH2:17][C:15]3[N:14]([CH3:33])[C:13]4[CH:34]=[C:9]([O:8][C:7]5[CH:35]=[CH:36][C:4]([NH:3][C:48]([NH:47][C:37]6[C:46]7[C:41](=[CH:42][CH:43]=[CH:44][CH:45]=7)[CH:40]=[CH:39][CH:38]=6)=[S:49])=[CH:5][CH:6]=5)[CH:10]=[CH:11][C:12]=4[N:16]=3)=[CH:20][CH:21]=2)[S:28]1. The catalyst class is: 9. (8) Reactant: Br[C:2]1[CH:11]=[CH:10][CH:9]=[C:8]2[C:3]=1[CH2:4][C:5](=[O:14])[N:6]([CH2:12][CH3:13])[CH2:7]2.C1C=CC(P(C2C(C3C(P(C4C=CC=CC=4)C4C=CC=CC=4)=CC=C4C=3C=CC=C4)=C3C(C=CC=C3)=CC=2)C2C=CC=CC=2)=CC=1.C[Si]([N-][Si](C)(C)C)(C)C.[K+].[C:71](=[NH:84])([C:78]1[CH:83]=[CH:82][CH:81]=[CH:80][CH:79]=1)[C:72]1[CH:77]=[CH:76][CH:75]=[CH:74][CH:73]=1.[NH4+].[Cl-]. Product: [C:71](=[N:84][C:2]1[CH:11]=[CH:10][CH:9]=[C:8]2[C:3]=1[CH2:4][C:5](=[O:14])[N:6]([CH2:12][CH3:13])[CH2:7]2)([C:78]1[CH:79]=[CH:80][CH:81]=[CH:82][CH:83]=1)[C:72]1[CH:77]=[CH:76][CH:75]=[CH:74][CH:73]=1. The catalyst class is: 720.